Dataset: Forward reaction prediction with 1.9M reactions from USPTO patents (1976-2016). Task: Predict the product of the given reaction. (1) Given the reactants [O:1]([C:8]1[CH:13]=[CH:12][C:11]([NH:14][C:15](=[O:24])[CH2:16][N:17]2[CH2:23][CH2:22][CH2:21][NH:20][CH2:19][CH2:18]2)=[CH:10][CH:9]=1)[C:2]1[CH:7]=[CH:6][CH:5]=[CH:4][CH:3]=1.[N:25]([C:28]1[CH:37]=[CH:36][C:31]([C:32]([O:34][CH3:35])=[O:33])=[CH:30][CH:29]=1)=[C:26]=[O:27].CCN(C(C)C)C(C)C, predict the reaction product. The product is: [O:24]=[C:15]([NH:14][C:11]1[CH:10]=[CH:9][C:8]([O:1][C:2]2[CH:7]=[CH:6][CH:5]=[CH:4][CH:3]=2)=[CH:13][CH:12]=1)[CH2:16][N:17]1[CH2:23][CH2:22][CH2:21][N:20]([C:26]([NH:25][C:28]2[CH:37]=[CH:36][C:31]([C:32]([O:34][CH3:35])=[O:33])=[CH:30][CH:29]=2)=[O:27])[CH2:19][CH2:18]1. (2) Given the reactants [Cl:1][C:2]1[CH:7]=[CH:6][C:5]([NH:8][C:9](=[O:22])[C:10]2[CH:15]=[CH:14][C:13]([CH2:16][S:17]([CH3:20])(=[O:19])=[O:18])=[C:12]([OH:21])[CH:11]=2)=[CH:4][C:3]=1[C:23]1[CH:28]=[CH:27][CH:26]=[CH:25][N:24]=1.I[CH2:30][CH3:31], predict the reaction product. The product is: [Cl:1][C:2]1[CH:7]=[CH:6][C:5]([NH:8][C:9](=[O:22])[C:10]2[CH:15]=[CH:14][C:13]([CH2:16][S:17]([CH3:20])(=[O:19])=[O:18])=[C:12]([O:21][CH2:30][CH3:31])[CH:11]=2)=[CH:4][C:3]=1[C:23]1[CH:28]=[CH:27][CH:26]=[CH:25][N:24]=1. (3) Given the reactants [CH3:1][C@H:2]1[CH2:7][C@@H:6]([O:8][C:9](=[O:14])[C:10](=[O:13])[CH2:11][CH3:12])[C@H:5]([C:15]([CH3:23])([C:17]2[CH:22]=[CH:21][CH:20]=[CH:19][CH:18]=2)[CH3:16])[CH2:4][CH2:3]1.[C:24]([Mg]Br)(C)=[CH2:25].O1CCC[CH2:30]1, predict the reaction product. The product is: [CH3:1][C@H:2]1[CH2:7][C@@H:6]([O:8][C:9](=[O:14])[C@@:10]([CH2:24][CH3:25])([OH:13])[C:11]([CH3:30])=[CH2:12])[C@H:5]([C:15]([CH3:23])([C:17]2[CH:18]=[CH:19][CH:20]=[CH:21][CH:22]=2)[CH3:16])[CH2:4][CH2:3]1.